From a dataset of Catalyst prediction with 721,799 reactions and 888 catalyst types from USPTO. Predict which catalyst facilitates the given reaction. Reactant: [Br:1][C:2]1[CH:10]=[CH:9][C:5]([C:6](O)=[O:7])=[C:4]([C:11](=[O:21])[C:12]2[CH:17]=[C:16]([O:18][CH3:19])[CH:15]=[C:14]([F:20])[CH:13]=2)[CH:3]=1.[CH:22]([N:25](CC)C(C)C)(C)C.CN(C(ON1N=NC2C=CC=NC1=2)=[N+](C)C)C.F[P-](F)(F)(F)(F)F.CN. Product: [Br:1][C:2]1[CH:3]=[C:4]2[C:5](=[CH:9][CH:10]=1)[C:6](=[O:7])[N:25]([CH3:22])[C:11]2([C:12]1[CH:17]=[C:16]([O:18][CH3:19])[CH:15]=[C:14]([F:20])[CH:13]=1)[OH:21]. The catalyst class is: 9.